From a dataset of NCI-60 drug combinations with 297,098 pairs across 59 cell lines. Regression. Given two drug SMILES strings and cell line genomic features, predict the synergy score measuring deviation from expected non-interaction effect. (1) Drug 1: CC1=C2C(C(=O)C3(C(CC4C(C3C(C(C2(C)C)(CC1OC(=O)C(C(C5=CC=CC=C5)NC(=O)C6=CC=CC=C6)O)O)OC(=O)C7=CC=CC=C7)(CO4)OC(=O)C)O)C)OC(=O)C. Drug 2: C1CN(CCN1C(=O)CCBr)C(=O)CCBr. Cell line: UO-31. Synergy scores: CSS=15.9, Synergy_ZIP=-3.80, Synergy_Bliss=1.42, Synergy_Loewe=0.114, Synergy_HSA=0.0535. (2) Synergy scores: CSS=4.14, Synergy_ZIP=-1.26, Synergy_Bliss=4.07, Synergy_Loewe=-4.52, Synergy_HSA=0.211. Drug 1: C1CC(C1)(C(=O)O)C(=O)O.[NH2-].[NH2-].[Pt+2]. Drug 2: CNC(=O)C1=NC=CC(=C1)OC2=CC=C(C=C2)NC(=O)NC3=CC(=C(C=C3)Cl)C(F)(F)F. Cell line: HOP-92.